From a dataset of Reaction yield outcomes from USPTO patents with 853,638 reactions. Predict the reaction yield, written as a fraction of the theoretical maximum amount of product (1.0 means a 100% yield; for example, 0.34 means a 34% yield). (1) The reactants are [CH3:1][C:2]1[S:6][C:5]([C:7]2[CH:12]=[CH:11][CH:10]=[CH:9][CH:8]=2)=[N:4][C:3]=1[CH2:13][CH2:14][CH2:15][OH:16].[F:17][C:18]1[C:26](O)=[CH:25][CH:24]=[C:23]([F:28])[C:19]=1[C:20]([NH2:22])=[O:21].C1C=CC(P(C2C=CC=CC=2)C2C=CC=CC=2)=CC=1.N(C(OC(C)C)=O)=NC(OC(C)C)=O. The catalyst is CN(C=O)C. The product is [F:17][C:18]1[C:26]([O:16][CH2:15][CH2:14][CH2:13][C:3]2[N:4]=[C:5]([C:7]3[CH:12]=[CH:11][CH:10]=[CH:9][CH:8]=3)[S:6][C:2]=2[CH3:1])=[CH:25][CH:24]=[C:23]([F:28])[C:19]=1[C:20]([NH2:22])=[O:21]. The yield is 0.130. (2) The reactants are [NH2:1][CH2:2][C:3]([C:5]1[CH:10]=[CH:9][C:8]([F:11])=[CH:7][CH:6]=1)=[O:4].[BH4-].[Na+]. The catalyst is CO. The product is [NH2:1][CH2:2][CH:3]([C:5]1[CH:10]=[CH:9][C:8]([F:11])=[CH:7][CH:6]=1)[OH:4]. The yield is 1.00. (3) The reactants are [F:1][C:2]1[CH:3]=[C:4]2[C:8](=[CH:9][CH:10]=1)[NH:7][C:6](=[O:11])[CH2:5]2.C[Si]([N-][Si](C)(C)C)(C)C.[Li+].[CH2:22]([CH:24]1[C:28]2[CH:29]=[N:30][CH:31]=[CH:32][C:27]=2[C:26](=O)[O:25]1)[CH3:23].Cl. The catalyst is C1COCC1. The product is [CH2:22]([CH:24]1[C:28]2[CH:29]=[N:30][CH:31]=[CH:32][C:27]=2[C:26](=[C:5]2[C:4]3[C:8](=[CH:9][CH:10]=[C:2]([F:1])[CH:3]=3)[NH:7][C:6]2=[O:11])[O:25]1)[CH3:23]. The yield is 0.590.